This data is from Catalyst prediction with 721,799 reactions and 888 catalyst types from USPTO. The task is: Predict which catalyst facilitates the given reaction. (1) Reactant: [C:1]1([CH2:7][C:8]([N:10]2[CH2:14][CH2:13][C@H:12]([NH:15][C:16]3[N:25]=[C:24]([N:26]4[CH2:31][CH2:30][N:29](C(OC(C)(C)C)=O)[CH2:28][CH2:27]4)[C:23]4[C:18](=[CH:19][CH:20]=[CH:21][CH:22]=4)[N:17]=3)[CH2:11]2)=[O:9])[CH:6]=[CH:5][CH:4]=[CH:3][CH:2]=1.[OH-].[Na+]. Product: [C:1]1([CH2:7][C:8]([N:10]2[CH2:14][CH2:13][C@H:12]([NH:15][C:16]3[N:25]=[C:24]([N:26]4[CH2:31][CH2:30][NH:29][CH2:28][CH2:27]4)[C:23]4[C:18](=[CH:19][CH:20]=[CH:21][CH:22]=4)[N:17]=3)[CH2:11]2)=[O:9])[CH:6]=[CH:5][CH:4]=[CH:3][CH:2]=1. The catalyst class is: 22. (2) Reactant: [C:1]([O:5][C:6]([C:8]1[CH:25]=[CH:24][C:11]([CH2:12][C:13]2[C:14]([C:19]([O:21][CH2:22][CH3:23])=[O:20])=[N:15][NH:16][C:17]=2[CH3:18])=[CH:10][CH:9]=1)=[O:7])([CH3:4])([CH3:3])[CH3:2].[Cl:26][C:27]1[CH:34]=[C:33](F)[CH:32]=[CH:31][C:28]=1[C:29]#[N:30].CC(C)([O-])C.[K+].[Cl-].[NH4+]. Product: [C:1]([O:5][C:6]([C:8]1[CH:25]=[CH:24][C:11]([CH2:12][C:13]2[C:14]([C:19]([O:21][CH2:22][CH3:23])=[O:20])=[N:15][N:16]([C:33]3[CH:32]=[CH:31][C:28]([C:29]#[N:30])=[C:27]([Cl:26])[CH:34]=3)[C:17]=2[CH3:18])=[CH:10][CH:9]=1)=[O:7])([CH3:2])([CH3:3])[CH3:4]. The catalyst class is: 3. (3) Reactant: [CH3:1][N:2]1[C:6]([NH:7][C:8](=[O:12])[CH:9]([CH3:11])[CH3:10])=[CH:5][C:4]([C:13]2[CH:14]=[N:15][CH:16]=[CH:17][CH:18]=2)=[N:3]1.[H-].[Na+].I[CH2:22][CH3:23].O. Product: [CH2:22]([N:7]([C:6]1[N:2]([CH3:1])[N:3]=[C:4]([C:13]2[CH:14]=[N:15][CH:16]=[CH:17][CH:18]=2)[CH:5]=1)[C:8](=[O:12])[CH:9]([CH3:11])[CH3:10])[CH3:23]. The catalyst class is: 39. (4) Reactant: [CH3:1][S:2]([C:5]1[CH:6]=[C:7]([CH:10]=[CH:11][CH:12]=1)[CH:8]=[O:9])(=[O:4])=[O:3].O. Product: [CH3:1][S:2]([C:5]1[CH:6]=[C:7]([CH2:8][OH:9])[CH:10]=[CH:11][CH:12]=1)(=[O:3])=[O:4]. The catalyst class is: 8. (5) Reactant: C(Cl)CCl.C(N(CC)CC)C.[C:12]1([CH2:22][OH:23])[C:21]2[C:16](=[CH:17][CH:18]=[CH:19][CH:20]=2)[CH:15]=[CH:14][CH:13]=1.[C:24]([NH:31][C@H:32]([C:40](O)=[O:41])[CH2:33][C:34]1[CH:39]=[CH:38][CH:37]=[CH:36][CH:35]=1)([O:26][C:27]([CH3:30])([CH3:29])[CH3:28])=[O:25]. Product: [C:12]1([CH2:22][O:23][C:40](=[O:41])[C@H:32]([CH2:33][C:34]2[CH:39]=[CH:38][CH:37]=[CH:36][CH:35]=2)[NH:31][C:24]([O:26][C:27]([CH3:30])([CH3:28])[CH3:29])=[O:25])[C:21]2[C:16](=[CH:17][CH:18]=[CH:19][CH:20]=2)[CH:15]=[CH:14][CH:13]=1. The catalyst class is: 166. (6) Reactant: [CH3:1][C:2]([O:5][C:6]([N:8]1[C@H:13]([C:14]([OH:16])=O)[CH2:12][CH2:11][CH2:10][CH2:9]1)=[O:7])([CH3:4])[CH3:3].C[N:18](C(ON1N=NC2C=CC=CC1=2)=[N+](C)C)C.[B-](F)(F)(F)F.[Cl-].[NH4+].CCN(C(C)C)C(C)C. Product: [C:2]([O:5][C:6]([N:8]1[CH2:9][CH2:10][CH2:11][CH2:12][C@H:13]1[C:14](=[O:16])[NH2:18])=[O:7])([CH3:4])([CH3:3])[CH3:1]. The catalyst class is: 3. (7) Reactant: [Li]CCCC.Br[C:7]1[C:15]2[C:14]([Cl:16])=[N:13][CH:12]=[N:11][C:10]=2[N:9]([CH:17]2[CH2:21][CH2:20][CH2:19][CH2:18]2)[CH:8]=1.[N+:22]([C:25]1[CH:26]=[C:27]([CH:31]=[CH:32][CH:33]=1)[C:28](Cl)=[O:29])([O-:24])=[O:23]. Product: [Cl:16][C:14]1[C:15]2[C:7]([C:28]([C:27]3[CH:31]=[CH:32][CH:33]=[C:25]([N+:22]([O-:24])=[O:23])[CH:26]=3)=[O:29])=[CH:8][N:9]([CH:17]3[CH2:21][CH2:20][CH2:19][CH2:18]3)[C:10]=2[N:11]=[CH:12][N:13]=1. The catalyst class is: 1. (8) The catalyst class is: 6. Product: [NH2:1][C:2]1[C:3]([C:19]([NH2:21])=[O:20])=[N:4][N:5]([C:10]2[CH:15]=[CH:14][C:13]([Br:16])=[CH:12][C:11]=2[CH2:17][CH3:18])[CH:6]=1. Reactant: [NH2:1][C:2]1[C:3]([C:19]([NH2:21])=[O:20])=[N:4][N:5]([C:10]2[CH:15]=[CH:14][C:13]([Br:16])=[CH:12][C:11]=2[CH2:17][CH3:18])[C:6]=1C(O)=O.[K].P(=O)(O)(O)O. (9) Reactant: [CH2:1]([C:3]1[CH:8]=[CH:7][C:6]([C:9]2[C:17]3[C:16](=O)[NH:15][CH:14]=[N:13][C:12]=3[O:11][C:10]=2[C:19]2[CH:24]=[CH:23][CH:22]=[CH:21][C:20]=2[F:25])=[CH:5][CH:4]=1)[CH3:2].P(Cl)(Cl)([Cl:28])=O.N. Product: [Cl:28][C:16]1[C:17]2[C:9]([C:6]3[CH:7]=[CH:8][C:3]([CH2:1][CH3:2])=[CH:4][CH:5]=3)=[C:10]([C:19]3[CH:24]=[CH:23][CH:22]=[CH:21][C:20]=3[F:25])[O:11][C:12]=2[N:13]=[CH:14][N:15]=1. The catalyst class is: 6.